From a dataset of Forward reaction prediction with 1.9M reactions from USPTO patents (1976-2016). Predict the product of the given reaction. (1) Given the reactants [ClH:1].[CH3:2][C:3]1[C:8]([CH3:9])=[CH:7][N:6]=[C:5]([N:10]2[C:14](=[O:15])[C:13]([N:16]3[CH:20]=[CH:19][N:18]=[CH:17]3)=[CH:12][NH:11]2)[CH:4]=1, predict the reaction product. The product is: [ClH:1].[CH3:2][C:3]1[C:8]([CH3:9])=[CH:7][N:6]=[C:5]([N:10]2[C:14](=[O:15])[C:13]([N:16]3[CH:20]=[CH:19][N:18]=[CH:17]3)=[CH:12][NH:11]2)[CH:4]=1. (2) Given the reactants C([O-])(=O)C.[Na+].[Br:6]Br.[CH3:8][O:9][C:10]1[CH:15]=[CH:14][CH:13]=[C:12]([N+:16]([O-:18])=[O:17])[C:11]=1[NH2:19], predict the reaction product. The product is: [Br:6][C:14]1[CH:13]=[C:12]([N+:16]([O-:18])=[O:17])[C:11]([NH2:19])=[C:10]([O:9][CH3:8])[CH:15]=1. (3) Given the reactants [Cl-].[CH2:2]([N+:6]1[CH:10]=[CH:9][N:8]([CH3:11])[CH:7]=1)[CH2:3][CH2:4][CH3:5].[S:12]([O:20][CH2:21][CH2:22][CH2:23][CH2:24][CH2:25][CH2:26][CH2:27][CH3:28])([O:15][Si](C)(C)C)(=[O:14])=[O:13], predict the reaction product. The product is: [CH2:21]([O:20][S:12]([O-:15])(=[O:14])=[O:13])[CH2:22][CH2:23][CH2:24][CH2:25][CH2:26][CH2:27][CH3:28].[CH2:2]([N+:6]1[CH:10]=[CH:9][N:8]([CH3:11])[CH:7]=1)[CH2:3][CH2:4][CH3:5]. (4) Given the reactants [CH3:1][C:2]1[CH:3]=[C:4]([CH:31]=[C:32]([CH3:34])[CH:33]=1)[C:5]([N:7]([CH:28]([CH3:30])[CH3:29])[NH:8][C:9](=[O:27])[C:10]1[CH:15]=[CH:14][C:13]([CH:16]=O)=[C:12]([B:18]2[O:22]C(C)(C)C(C)(C)O2)[CH:11]=1)=[O:6].[NH:35]([C:37]1[CH:42]=[CH:41][CH:40]=[CH:39][N:38]=1)[NH2:36].[CH2:43](Cl)Cl, predict the reaction product. The product is: [C:28]([N:7]([C:5](=[O:6])[C:4]1[CH:3]=[C:2]([CH3:1])[CH:33]=[C:32]([CH3:34])[CH:31]=1)[NH:8][C:9]([C:10]1[CH:15]=[CH:14][C:13]2[CH:16]=[N:36][N:35]([C:37]3[CH:42]=[CH:41][CH:40]=[CH:39][N:38]=3)[B:18]([OH:22])[C:12]=2[CH:11]=1)=[O:27])([CH3:30])([CH3:43])[CH3:29]. (5) The product is: [CH3:1][C:2]1[C:7]([N+:8]([O-:10])=[O:9])=[CH:6][N:5]=[C:4]2[NH:11][CH:12]=[CH:13][C:3]=12. Given the reactants [CH3:1][C:2]1[C:7]([N+:8]([O-:10])=[O:9])=[CH:6][N:5]=[C:4]2[N:11](S(C3C=CC=CC=3)(=O)=O)[CH:12]=[CH:13][C:3]=12.C(=O)([O-])[O-].[K+].[K+].N1CCOCC1, predict the reaction product. (6) Given the reactants [Br:1][C:2]1[CH:3]=[CH:4][C:5]([C:8]([OH:10])=O)=[N:6][CH:7]=1.Cl.[CH3:12][NH:13][CH3:14].CCN=C=NCCCN(C)C.C1C=CC2N(O)N=NC=2C=1.C(N(CC)CC)C, predict the reaction product. The product is: [Br:1][C:2]1[CH:3]=[CH:4][C:5]([C:8]([N:13]([CH3:14])[CH3:12])=[O:10])=[N:6][CH:7]=1.